This data is from Experimentally validated miRNA-target interactions with 360,000+ pairs, plus equal number of negative samples. The task is: Binary Classification. Given a miRNA mature sequence and a target amino acid sequence, predict their likelihood of interaction. (1) The miRNA is rno-miR-200b-3p with sequence UAAUACUGCCUGGUAAUGAUGAC. The protein sequence of the target gene is MALVRALVCCLLTAWHCRSGLGLPVAPAGGRNPPPAIGQFWHVTDLHLDPTYHITDDHTKVCASSKGANASNPGPFGDVLCDSPYQLILSAFDFIKNSGQEASFMIWTGDSPPHVPVPELSTDTVINVITNMTTTIQSLFPNLQVFPALGNHDYWPQDQLPVVTSKVYNAVANLWKPWLDEEAISTLRKGGFYSQKVTTNPNLRIISLNTNLYYGPNIMTLNKTDPANQFEWLESTLNNSQQNKEKVYIIAHVPVGYLPSSQNITAMREYYNEKLIDIFQKYSDVIAGQFYGHTHRDSIM.... Result: 0 (no interaction). (2) The miRNA is mmu-miR-6974-3p with sequence UCUCCACUCUCUUCUGUCCCAG. The protein sequence of the target gene is MPSLLPLVLTFLSVSSPSWCQNSDIESLKASNGDSFPWNNMRLPEYMTPIHYDLMIHANLSTLTFWGKTEVEIIASRPTSTIIMHSHHLQISKATLRRGAGEMLSEEPLKVLEYPAHEQVALLAAQPLLAGSLYTVIIDYAANLSESFHGFYKSTYRTQEGEMRILAATQFEPTAARMAFPCFDEPALKASFSIKIKRDPRHLAISNMPLVKSVNVAEGLIEDHFDITVKMSTYLVAFIISDFKSVSKMTKSGVKVSVYAVPDKINQADYALDAAVTLLEFYEDYFNIPYPLPKQDLAAI.... Result: 0 (no interaction).